From a dataset of Forward reaction prediction with 1.9M reactions from USPTO patents (1976-2016). Predict the product of the given reaction. Given the reactants [C:1]([O:5][C:6]([N:8]1[CH2:12][CH:11]([O:13]CC2C=CC=CC=2)[CH2:10][CH:9]1[CH2:21][O:22]S(C)(=O)=O)=[O:7])([CH3:4])([CH3:3])[CH3:2].[Li+].[B-](CC)(CC)[CH2:29]C.Cl.CCCCCC.C(OCC)(=O)C, predict the reaction product. The product is: [C:1]([O:5][C:6]([N:8]1[CH2:12][CH:11]([OH:13])[CH2:10][CH:9]1[CH2:21][O:22][CH3:29])=[O:7])([CH3:2])([CH3:3])[CH3:4].